From a dataset of Reaction yield outcomes from USPTO patents with 853,638 reactions. Predict the reaction yield, written as a fraction of the theoretical maximum amount of product (1.0 means a 100% yield; for example, 0.34 means a 34% yield). (1) The reactants are [I:1][C:2]1[CH:7]=[CH:6][CH:5]=[CH:4][C:3]=1[CH2:8][C:9]([OH:11])=[O:10].S(=O)(=O)(O)O.[CH3:17]O. No catalyst specified. The product is [I:1][C:2]1[CH:7]=[CH:6][CH:5]=[CH:4][C:3]=1[CH2:8][C:9]([O:11][CH3:17])=[O:10]. The yield is 0.990. (2) The reactants are [C:1]([C:3]1[CH:8]=[CH:7][C:6]([F:9])=[CH:5][CH:4]=1)#[CH:2].[N:10]([C:13]1[CH:38]=[CH:37][C:16]2[C:17](=[O:36])[N:18]([CH2:20][C:21]([N:23]3[CH2:28][CH2:27][N:26]([C:29]([O:31][C:32]([CH3:35])([CH3:34])[CH3:33])=[O:30])[CH2:25][CH2:24]3)=[O:22])[S:19][C:15]=2[CH:14]=1)=[N+:11]=[N-:12].O=C1O[C@H]([C@H](CO)O)C([O-])=C1O.[Na+]. The catalyst is O.CC(O)(C)C.S([O-])([O-])(=O)=O.[Cu+2]. The product is [F:9][C:6]1[CH:7]=[CH:8][C:3]([C:1]2[N:12]=[N:11][N:10]([C:13]3[CH:38]=[CH:37][C:16]4[C:17](=[O:36])[N:18]([CH2:20][C:21]([N:23]5[CH2:28][CH2:27][N:26]([C:29]([O:31][C:32]([CH3:33])([CH3:34])[CH3:35])=[O:30])[CH2:25][CH2:24]5)=[O:22])[S:19][C:15]=4[CH:14]=3)[CH:2]=2)=[CH:4][CH:5]=1. The yield is 0.510. (3) The reactants are [CH3:1][C@H:2]([NH:7][C:8]([C:10]1[C:18]2[C:13](=[N:14][CH:15]=[C:16]([C:19]3[S:23][C:22]([C:24]([OH:26])=O)=[CH:21][CH:20]=3)[N:17]=2)[N:12]([CH2:27][O:28][CH2:29][CH2:30][Si:31]([CH3:34])([CH3:33])[CH3:32])[CH:11]=1)=[O:9])[C:3]([CH3:6])([CH3:5])[CH3:4].[CH2:35]([N:37](CC)CC)[CH3:36].C1CN([P+](ON2N=NC3C=CC=CC2=3)(N2CCCC2)N2CCCC2)CC1.F[P-](F)(F)(F)(F)F.C(N)C. The catalyst is C1COCC1. The product is [CH3:1][C@H:2]([NH:7][C:8]([C:10]1[C:18]2[C:13](=[N:14][CH:15]=[C:16]([C:19]3[S:23][C:22]([C:24](=[O:26])[NH:37][CH2:35][CH3:36])=[CH:21][CH:20]=3)[N:17]=2)[N:12]([CH2:27][O:28][CH2:29][CH2:30][Si:31]([CH3:32])([CH3:33])[CH3:34])[CH:11]=1)=[O:9])[C:3]([CH3:4])([CH3:5])[CH3:6]. The yield is 0.760.